Dataset: Reaction yield outcomes from USPTO patents with 853,638 reactions. Task: Predict the reaction yield, written as a fraction of the theoretical maximum amount of product (1.0 means a 100% yield; for example, 0.34 means a 34% yield). The reactants are [F:1][C:2]1[CH:7]=[CH:6][C:5]([CH:8]2[C:16]3[C:11](=[CH:12][C:13]([CH2:17][OH:18])=[CH:14][CH:15]=3)[CH2:10][O:9]2)=[CH:4][CH:3]=1.C(=O)([O-])O.[Na+].Cl[O-].[Na+].O. The catalyst is C(OCC)(=O)C.[Br-].C([N+](CCCC)(CCCC)CCCC)CCC. The product is [F:1][C:2]1[CH:7]=[CH:6][C:5]([CH:8]2[C:16]3[C:11](=[CH:12][C:13]([CH:17]=[O:18])=[CH:14][CH:15]=3)[CH2:10][O:9]2)=[CH:4][CH:3]=1. The yield is 0.842.